From a dataset of Catalyst prediction with 721,799 reactions and 888 catalyst types from USPTO. Predict which catalyst facilitates the given reaction. (1) Reactant: [C:1]([C:4]1[CH:5]=[C:6]([CH:13]=[CH:14][CH:15]=1)[C:7]([N:10]=[C:11]=[O:12])([CH3:9])[CH3:8])([CH3:3])=[CH2:2].[Cl:16][C:17]1[CH:23]=[CH:22][C:20]([NH2:21])=[CH:19][CH:18]=1. Product: [Cl:16][C:17]1[CH:23]=[CH:22][C:20]([NH:21][C:11]([NH:10][C:7]([C:6]2[CH:13]=[CH:14][CH:15]=[C:4]([C:1]([CH3:3])=[CH2:2])[CH:5]=2)([CH3:9])[CH3:8])=[O:12])=[CH:19][CH:18]=1. The catalyst class is: 4. (2) Reactant: [BH4-].[Na+].[O:3]=[C:4]([C:10]1[C:14]2[CH:15]=[CH:16][CH:17]=[CH:18][C:13]=2[S:12][C:11]=1[C:19]1[CH:24]=[CH:23][CH:22]=[CH:21][CH:20]=1)[C:5]([O:7][CH2:8][CH3:9])=[O:6]. Product: [OH:3][CH:4]([C:10]1[C:14]2[CH:15]=[CH:16][CH:17]=[CH:18][C:13]=2[S:12][C:11]=1[C:19]1[CH:24]=[CH:23][CH:22]=[CH:21][CH:20]=1)[C:5]([O:7][CH2:8][CH3:9])=[O:6]. The catalyst class is: 111. (3) Reactant: [F:1][C:2]1[CH:28]=[CH:27][C:5]([CH2:6][N:7]2[C@@H:12]([CH3:13])[CH2:11][N:10]([C:14](=[O:25])[CH2:15][CH2:16][C:17]3[CH:22]=[CH:21][C:20]([CH3:23])=[CH:19][C:18]=3[OH:24])[C@H:9]([CH3:26])[CH2:8]2)=[CH:4][CH:3]=1.[H-].[Na+].[CH3:31][O:32][C:33](=[O:36])[CH2:34]Br. Product: [CH3:31][O:32][C:33](=[O:36])[CH2:34][O:24][C:18]1[CH:19]=[C:20]([CH3:23])[CH:21]=[CH:22][C:17]=1[CH2:16][CH2:15][C:14]([N:10]1[CH2:11][C@H:12]([CH3:13])[N:7]([CH2:6][C:5]2[CH:4]=[CH:3][C:2]([F:1])=[CH:28][CH:27]=2)[CH2:8][C@H:9]1[CH3:26])=[O:25]. The catalyst class is: 7. (4) Reactant: [CH:1]([C:3]1[CH:15]=[CH:14][C:6]([CH2:7][N:8]2[CH2:13][CH2:12][NH:11][CH2:10][CH2:9]2)=[CH:5][CH:4]=1)=[CH2:2].Cl[CH2:17][C:18]([O:20][CH2:21][CH3:22])=[O:19].C([O-])(O)=O.[Na+].CC(C)=O. Product: [CH:1]([C:3]1[CH:15]=[CH:14][C:6]([CH2:7][N:8]2[CH2:9][CH2:10][N:11]([CH2:17][C:18]([O:20][CH2:21][CH3:22])=[O:19])[CH2:12][CH2:13]2)=[CH:5][CH:4]=1)=[CH2:2]. The catalyst class is: 22. (5) Reactant: [OH:1][C:2]1[CH:7]=[C:6]([NH:8][C:9]2[CH:13]=[CH:12][N:11]([CH2:14][O:15][CH2:16][CH2:17][Si:18]([CH3:21])([CH3:20])[CH3:19])[N:10]=2)[N:5]=[C:4]([C:22](OC)=[O:23])[CH:3]=1.[BH4-].[Li+]. Product: [OH:23][CH2:22][C:4]1[CH:3]=[C:2]([OH:1])[CH:7]=[C:6]([NH:8][C:9]2[CH:13]=[CH:12][N:11]([CH2:14][O:15][CH2:16][CH2:17][Si:18]([CH3:21])([CH3:20])[CH3:19])[N:10]=2)[N:5]=1. The catalyst class is: 83.